From a dataset of Catalyst prediction with 721,799 reactions and 888 catalyst types from USPTO. Predict which catalyst facilitates the given reaction. Reactant: C(OC([N:8]1[CH2:13][CH2:12][C:11]2[C:14]([C:29](=[O:31])[NH2:30])=[C:15]([NH:17][C:18](=[O:28])[CH2:19][C:20]3[CH:25]=[CH:24][C:23]([Cl:26])=[CH:22][C:21]=3[F:27])[S:16][C:10]=2[CH2:9]1)=O)(C)(C)C.FC(F)(F)C(O)=O. Product: [Cl:26][C:23]1[CH:24]=[CH:25][C:20]([CH2:19][C:18]([NH:17][C:15]2[S:16][C:10]3[CH2:9][NH:8][CH2:13][CH2:12][C:11]=3[C:14]=2[C:29]([NH2:30])=[O:31])=[O:28])=[C:21]([F:27])[CH:22]=1. The catalyst class is: 2.